Dataset: Peptide-MHC class I binding affinity with 185,985 pairs from IEDB/IMGT. Task: Regression. Given a peptide amino acid sequence and an MHC pseudo amino acid sequence, predict their binding affinity value. This is MHC class I binding data. (1) The peptide sequence is RTEILGLVK. The MHC is HLA-B07:02 with pseudo-sequence HLA-B07:02. The binding affinity (normalized) is 0.0847. (2) The peptide sequence is FPSKYAAAF. The MHC is Mamu-A2201 with pseudo-sequence Mamu-A2201. The binding affinity (normalized) is 0.892. (3) The peptide sequence is IFYFISIYSR. The MHC is HLA-A31:01 with pseudo-sequence HLA-A31:01. The binding affinity (normalized) is 0.920. (4) The peptide sequence is AVAVHDFFK. The MHC is HLA-B15:01 with pseudo-sequence HLA-B15:01. The binding affinity (normalized) is 0.0847. (5) The peptide sequence is QLPLESDAV. The MHC is HLA-A02:02 with pseudo-sequence HLA-A02:02. The binding affinity (normalized) is 0.409.